Dataset: Full USPTO retrosynthesis dataset with 1.9M reactions from patents (1976-2016). Task: Predict the reactants needed to synthesize the given product. (1) Given the product [NH:16]1[C:17]2[C:18](=[CH:26][CH:25]=[CH:29][CH:19]=2)[C:15]([CH:3]([CH3:4])[C:2]#[N:1])=[CH:13]1, predict the reactants needed to synthesize it. The reactants are: [NH:1]1C2=[N:1][CH:2]=[CH:3][CH:4]=[C:4]2[C:3](CC#N)=[CH:2]1.[CH:13]([N-:16][CH:17]([CH3:19])[CH3:18])([CH3:15])C.[Li+].CI.[Cl-].[NH4+].[CH2:25]1[CH2:29]OC[CH2:26]1. (2) Given the product [CH2:1]([O:5][CH2:6][CH2:7][O:8][C:9]1[CH:10]=[CH:11][C:12]([C:15]2[CH:16]=[CH:17][C:18]3[N:25]([CH2:26][CH:27]([CH3:28])[CH3:29])[CH2:24][CH2:23][CH2:22][C:21]([C:30]([NH:32][C:33]4[CH:34]=[CH:35][C:36]([S:39]([CH2:40][C:41]5[N:45]([CH2:46][CH2:47][CH3:48])[CH:44]=[N:43][N:42]=5)=[O:58])=[CH:37][CH:38]=4)=[O:31])=[CH:20][C:19]=3[CH:49]=2)=[CH:13][CH:14]=1)[CH2:2][CH2:3][CH3:4], predict the reactants needed to synthesize it. The reactants are: [CH2:1]([O:5][CH2:6][CH2:7][O:8][C:9]1[CH:14]=[CH:13][C:12]([C:15]2[CH:16]=[CH:17][C:18]3[N:25]([CH2:26][CH:27]([CH3:29])[CH3:28])[CH2:24][CH2:23][CH2:22][C:21]([C:30]([NH:32][C:33]4[CH:38]=[CH:37][C:36]([S:39][CH2:40][C:41]5[N:45]([CH2:46][CH2:47][CH3:48])[CH:44]=[N:43][N:42]=5)=[CH:35][CH:34]=4)=[O:31])=[CH:20][C:19]=3[CH:49]=2)=[CH:11][CH:10]=1)[CH2:2][CH2:3][CH3:4].ClC1C=CC=C(C(OO)=[O:58])C=1.S([O-])([O-])(=O)=S.[Na+].[Na+]. (3) Given the product [F:28][C:5]1[CH:4]=[CH:3][C:2]([NH:1][C:30]2[C:35]([O:36][CH3:37])=[CH:34][CH:33]=[CH:32][N:31]=2)=[CH:7][C:6]=1[C@:8]1([CH3:27])[CH2:13][C:12]2([CH2:18][CH2:17][O:16][CH2:15][CH2:14]2)[S:11][C:10]([NH2:19])=[N:9]1, predict the reactants needed to synthesize it. The reactants are: [NH2:1][C:2]1[CH:3]=[CH:4][C:5]([F:28])=[C:6]([C@:8]2([CH3:27])[CH2:13][C:12]3([CH2:18][CH2:17][O:16][CH2:15][CH2:14]3)[S:11][C:10]([NH:19]C(=O)OC(C)(C)C)=[N:9]2)[CH:7]=1.F[C:30]1[C:35]([O:36][CH3:37])=[CH:34][CH:33]=[CH:32][N:31]=1.Cl. (4) Given the product [F:1][C:2]1[CH:3]=[C:4]([N+:9]([O-:11])=[O:10])[CH:5]=[CH:6][C:7]=1[N:12]1[CH2:16][CH2:15][CH2:14][CH2:13]1, predict the reactants needed to synthesize it. The reactants are: [F:1][C:2]1[CH:3]=[C:4]([N+:9]([O-:11])=[O:10])[CH:5]=[CH:6][C:7]=1F.[NH:12]1[CH2:16][CH2:15][CH2:14][CH2:13]1.CCN(CC)CC. (5) The reactants are: [Br:1][C:2]1[C:3]([F:9])=[C:4]([OH:8])[CH:5]=[CH:6][CH:7]=1.Br[CH2:11][CH:12]1[CH2:16][CH2:15][CH2:14][O:13]1.C([O-])([O-])=O.[K+].[K+].CN(C=O)C. Given the product [Br:1][C:2]1[C:3]([F:9])=[C:4]([CH:5]=[CH:6][CH:7]=1)[O:8][CH2:11][CH:12]1[CH2:16][CH2:15][CH2:14][O:13]1, predict the reactants needed to synthesize it.